Predict the product of the given reaction. From a dataset of Forward reaction prediction with 1.9M reactions from USPTO patents (1976-2016). Given the reactants Cl.Cl.Cl.Cl.[NH2:5][CH2:6][CH2:7][CH2:8][NH:9][CH2:10][CH2:11][CH2:12][CH2:13][NH:14][CH2:15][CH2:16][CH2:17][NH2:18].[H-].[Na+].Cl[C:22]1[C:50]([CH3:51])=[CH:49][C:25]2[N:26]=[C:27]3[C:32]([N:33]([CH2:34][CH2:35][CH2:36][CH2:37][CH2:38][CH2:39][C:40]([O:42][C:43]([CH3:46])([CH3:45])[CH3:44])=[O:41])[C:24]=2[CH:23]=1)=[N:31][C:30](=[O:47])[NH:29][C:28]3=[O:48], predict the reaction product. The product is: [NH2:18][CH2:17][CH2:16][CH2:15][NH:14][CH2:13][CH2:12][CH2:11][CH2:10][NH:9][CH2:8][CH2:7][CH2:6][NH:5][C:22]1[C:50]([CH3:51])=[CH:49][C:25]2[N:26]=[C:27]3[C:32]([N:33]([CH2:34][CH2:35][CH2:36][CH2:37][CH2:38][CH2:39][C:40]([O:42][C:43]([CH3:45])([CH3:46])[CH3:44])=[O:41])[C:24]=2[CH:23]=1)=[N:31][C:30](=[O:47])[NH:29][C:28]3=[O:48].